From a dataset of Full USPTO retrosynthesis dataset with 1.9M reactions from patents (1976-2016). Predict the reactants needed to synthesize the given product. (1) Given the product [Cl:1][C:2]1[CH:7]=[CH:6][CH:5]=[CH:4][C:3]=1[CH:8]1[CH2:9][CH2:10][C:11]([O:14][Si:23]([CH3:25])([CH3:24])[CH3:22])=[CH:12][CH2:13]1, predict the reactants needed to synthesize it. The reactants are: [Cl:1][C:2]1[CH:7]=[CH:6][CH:5]=[CH:4][C:3]=1[CH:8]1[CH2:13][CH2:12][C:11](=[O:14])[CH2:10][CH2:9]1.C(N(CC)CC)C.[CH3:22][Si:23](OS(C(F)(F)F)(=O)=O)([CH3:25])[CH3:24].O. (2) The reactants are: O.C([O:9][C:10]1[C:11]([C:42]2[CH:47]=[CH:46][C:45]([F:48])=[CH:44][CH:43]=2)=[CH:12][C:13]([CH2:40][CH3:41])=[C:14]([CH:39]=1)[O:15][CH2:16][CH2:17][CH2:18][O:19][C:20]1[C:21]([CH2:36][CH2:37][CH3:38])=[C:22]([NH:26][C:27](=[O:35])[CH2:28][C:29]([CH3:34])([CH3:33])[C:30]([OH:32])=[O:31])[CH:23]=[CH:24][CH:25]=1)C1C=CC=CC=1.[H][H]. Given the product [CH2:40]([C:13]1[CH:12]=[C:11]([C:42]2[CH:43]=[CH:44][C:45]([F:48])=[CH:46][CH:47]=2)[C:10]([OH:9])=[CH:39][C:14]=1[O:15][CH2:16][CH2:17][CH2:18][O:19][C:20]1[C:21]([CH2:36][CH2:37][CH3:38])=[C:22]([NH:26][C:27](=[O:35])[CH2:28][C:29]([CH3:34])([CH3:33])[C:30]([OH:32])=[O:31])[CH:23]=[CH:24][CH:25]=1)[CH3:41], predict the reactants needed to synthesize it. (3) The reactants are: [OH:1][CH:2]1[CH2:7][CH2:6][CH2:5][N:4]([C:8]2[N:9]=[C:10]3[CH:27]=[C:26]([O:28][CH2:29][C:30]4[S:31][CH:32]=[C:33]([CH:35]([CH3:37])[CH3:36])[N:34]=4)[CH:25]=[CH:24][N:11]3[C:12](=[O:23])[C:13]=2/[CH:14]=[CH:15]/[C:16]([O:18]C(C)(C)C)=[O:17])[CH2:3]1.Cl. Given the product [OH:1][CH:2]1[CH2:7][CH2:6][CH2:5][N:4]([C:8]2[N:9]=[C:10]3[CH:27]=[C:26]([O:28][CH2:29][C:30]4[S:31][CH:32]=[C:33]([CH:35]([CH3:37])[CH3:36])[N:34]=4)[CH:25]=[CH:24][N:11]3[C:12](=[O:23])[C:13]=2/[CH:14]=[CH:15]/[C:16]([OH:18])=[O:17])[CH2:3]1, predict the reactants needed to synthesize it.